This data is from Forward reaction prediction with 1.9M reactions from USPTO patents (1976-2016). The task is: Predict the product of the given reaction. (1) Given the reactants [CH3:1][NH2:2].[C:3]1([CH:9]2[CH2:14][CH2:13][C:12](=O)[CH2:11][CH2:10]2)[CH:8]=[CH:7][CH:6]=[CH:5][CH:4]=1, predict the reaction product. The product is: [CH3:1][NH:2][C@H:12]1[CH2:13][CH2:14][C@H:9]([C:3]2[CH:8]=[CH:7][CH:6]=[CH:5][CH:4]=2)[CH2:10][CH2:11]1. (2) Given the reactants [Cl:1][C:2]1[C:6]([Cl:7])=[C:5]([CH3:8])[NH:4][C:3]=1[C:9]([NH:11][CH:12]1[CH2:15][N:14]([C:16]2[S:17][C:18]([C:21](O)=[O:22])=[CH:19][N:20]=2)[CH2:13]1)=[O:10].C(N(C(C)C)CC)(C)C.CN([C:36]([O:40][N:41]1N=NC2C=CC=NC1=2)=[N+](C)C)C.F[P-](F)(F)(F)(F)F.Cl.O(N)[CH3:59], predict the reaction product. The product is: [Cl:1][C:2]1[C:6]([Cl:7])=[C:5]([CH3:8])[NH:4][C:3]=1[C:9]([NH:11][CH:12]1[CH2:13][N:14]([C:16]2[S:17][C:18]([C:21]([NH:41][O:40][CH3:36])=[O:22])=[C:19]([CH3:59])[N:20]=2)[CH2:15]1)=[O:10]. (3) Given the reactants [N:1]([CH2:4][C:5]1[CH:6]=[N:7][C:8]2[C:13]([CH:14]=1)=[CH:12][CH:11]=[C:10]([CH3:15])[CH:9]=2)=[N+:2]=[N-:3].[CH3:16][C:17]1[C:22]([CH2:23][NH:24][C:25](=[O:28])[CH2:26][CH3:27])=[C:21]([CH3:29])[N:20]=[C:19]([NH:30][C:31](=[O:37])[O:32][C:33]([CH3:36])([CH3:35])[CH3:34])[CH:18]=1.O.O=C1O[C@H]([C@H](CO)O)C([O-])=C1O.[Na+], predict the reaction product. The product is: [CH3:16][C:17]1[C:22]([CH2:23][NH:24][C:25]([C:26]2[N:3]=[N:2][N:1]([CH2:4][C:5]3[CH:6]=[N:7][C:8]4[C:13]([CH:14]=3)=[CH:12][CH:11]=[C:10]([CH3:15])[CH:9]=4)[CH:27]=2)=[O:28])=[C:21]([CH3:29])[N:20]=[C:19]([NH:30][C:31](=[O:37])[O:32][C:33]([CH3:35])([CH3:34])[CH3:36])[CH:18]=1. (4) Given the reactants [C:1]([O:4][C@H:5]([CH3:23])[CH2:6][CH2:7][CH2:8][CH2:9][N:10]1[C:19](=[O:20])[C:18]2[NH:17][C:16]([Br:21])=[N:15][C:14]=2[N:13]([CH3:22])[C:11]1=[O:12])(=[O:3])[CH3:2].C1(P(C2C=CC=CC=2)C2C=CC=CC=2)C=CC=CC=1.[C:43]([O:47][C:48]([NH:50][CH2:51][CH2:52]CO)=[O:49])([CH3:46])([CH3:45])[CH3:44].CCOC(/N=N/C(OCC)=O)=O, predict the reaction product. The product is: [C:1]([O:4][C@H:5]([CH3:23])[CH2:6][CH2:7][CH2:8][CH2:9][N:10]1[C:19](=[O:20])[C:18]2[N:17]([CH2:52][CH2:51][NH:50][C:48]([O:47][C:43]([CH3:46])([CH3:45])[CH3:44])=[O:49])[C:16]([Br:21])=[N:15][C:14]=2[N:13]([CH3:22])[C:11]1=[O:12])(=[O:3])[CH3:2]. (5) Given the reactants [Cl:1][C:2]1[C:7]([CH2:8]O)=[CH:6][CH:5]=[C:4]([CH3:10])[N:3]=1.S(Cl)([Cl:13])=O, predict the reaction product. The product is: [Cl:1][C:2]1[C:7]([CH2:8][Cl:13])=[CH:6][CH:5]=[C:4]([CH3:10])[N:3]=1.